Dataset: Rat liver microsome stability data. Task: Regression/Classification. Given a drug SMILES string, predict its absorption, distribution, metabolism, or excretion properties. Task type varies by dataset: regression for continuous measurements (e.g., permeability, clearance, half-life) or binary classification for categorical outcomes (e.g., BBB penetration, CYP inhibition). Dataset: rlm. (1) The drug is O=C(CCCN1CCC(O)(c2cccc(C(F)(F)F)c2)CC1)c1ccc(F)cc1. The result is 1 (stable in rat liver microsomes). (2) The compound is CC(=O)c1c(C)[nH]c(C(=O)Nc2cccc(S(=O)(=O)N3CCOCC3)c2)c1C. The result is 1 (stable in rat liver microsomes). (3) The compound is COc1cccc(CN2CCCC(c3nc(-c4ccncc4)ncc3-c3ccccc3)C2)c1O. The result is 1 (stable in rat liver microsomes). (4) The drug is C=C[C@@H]1C[C@]1(NC(=O)[C@@H]1C[C@@](OC)(c2ccc(-c3cnn(C)c3)cc2)CN1C(=O)[C@@H](NC(=O)OC1CCCC1)C(C)(C)C)C(=O)NS(=O)(=O)C1CC1. The result is 0 (unstable in rat liver microsomes).